This data is from Peptide-MHC class I binding affinity with 185,985 pairs from IEDB/IMGT. The task is: Regression. Given a peptide amino acid sequence and an MHC pseudo amino acid sequence, predict their binding affinity value. This is MHC class I binding data. (1) The peptide sequence is ARYGIFLPF. The MHC is HLA-B15:01 with pseudo-sequence HLA-B15:01. The binding affinity (normalized) is 0.257. (2) The peptide sequence is MPKAGLLII. The MHC is HLA-B53:01 with pseudo-sequence HLA-B53:01. The binding affinity (normalized) is 0.583. (3) The binding affinity (normalized) is 0. The MHC is HLA-A02:01 with pseudo-sequence HLA-A02:01. The peptide sequence is PIPSSWAFGK. (4) The peptide sequence is QISRVNDLNR. The MHC is HLA-A11:01 with pseudo-sequence HLA-A11:01. The binding affinity (normalized) is 0.463. (5) The peptide sequence is KLVDICDRI. The MHC is HLA-A02:01 with pseudo-sequence HLA-A02:01. The binding affinity (normalized) is 0.822.